This data is from Catalyst prediction with 721,799 reactions and 888 catalyst types from USPTO. The task is: Predict which catalyst facilitates the given reaction. (1) Reactant: [Br:1][C:2]1[C:3]([OH:18])=[C:4]2[C:9](=[CH:10][CH:11]=1)[N:8]([C:12]([CH:14]1[CH2:16][CH2:15]1)=[O:13])[C@@H:7]([CH3:17])[CH2:6][CH2:5]2.[C:19]1(B(O)O)[CH:24]=[CH:23][CH:22]=[CH:21][CH:20]=1.N1C=CC=CC=1. Product: [Br:1][C:2]1[C:3]([O:18][C:19]2[CH:24]=[CH:23][CH:22]=[CH:21][CH:20]=2)=[C:4]2[C:9](=[CH:10][CH:11]=1)[N:8]([C:12]([CH:14]1[CH2:16][CH2:15]1)=[O:13])[C@@H:7]([CH3:17])[CH2:6][CH2:5]2. The catalyst class is: 732. (2) Reactant: [NH2:1][C@H:2]1[CH2:6][CH2:5][N:4]([C:7]2[N:15]=[C:14]3[C:10]([N:11]=[CH:12][N:13]3[CH:16]([CH3:18])[CH3:17])=[C:9]([NH:19][C:20]3[CH:25]=[CH:24][C:23]([N:26]4[CH2:31][CH2:30][N:29]([CH3:32])[CH2:28][CH2:27]4)=[CH:22][CH:21]=3)[N:8]=2)[CH2:3]1.CCN(C(C)C)C(C)C.[C:42](O)(=[O:45])[CH:43]=[CH2:44].CCCP(=O)=O.C([O-])([O-])=O.[Na+].[Na+]. Product: [CH:16]([N:13]1[CH:12]=[N:11][C:10]2[C:14]1=[N:15][C:7]([N:4]1[CH2:5][CH2:6][C@H:2]([NH:1][C:42](=[O:45])[CH:43]=[CH2:44])[CH2:3]1)=[N:8][C:9]=2[NH:19][C:20]1[CH:21]=[CH:22][C:23]([N:26]2[CH2:31][CH2:30][N:29]([CH3:32])[CH2:28][CH2:27]2)=[CH:24][CH:25]=1)([CH3:18])[CH3:17]. The catalyst class is: 248. (3) Reactant: [NH:1]1[C:5]2=[N:6][CH:7]=[CH:8][CH:9]=[C:4]2[CH:3]=[C:2]1[C:10]([OH:12])=O.Cl.[F:14][C:15]([F:34])([F:33])[C:16]([NH:18][CH2:19][C:20]1[CH:25]=[CH:24][C:23]([F:26])=[C:22]([CH:27]2[CH2:32][CH2:31][NH:30][CH2:29][CH2:28]2)[CH:21]=1)=[O:17].CCN=C=NCCCN(C)C.CCN(CC)CC. Product: [F:33][C:15]([F:14])([F:34])[C:16]([NH:18][CH2:19][C:20]1[CH:25]=[CH:24][C:23]([F:26])=[C:22]([CH:27]2[CH2:32][CH2:31][N:30]([C:10]([C:2]3[NH:1][C:5]4=[N:6][CH:7]=[CH:8][CH:9]=[C:4]4[CH:3]=3)=[O:12])[CH2:29][CH2:28]2)[CH:21]=1)=[O:17]. The catalyst class is: 91.